From a dataset of Peptide-MHC class II binding affinity with 134,281 pairs from IEDB. Regression. Given a peptide amino acid sequence and an MHC pseudo amino acid sequence, predict their binding affinity value. This is MHC class II binding data. (1) The peptide sequence is VLMEWLKTRPILSPL. The MHC is HLA-DPA10201-DPB10501 with pseudo-sequence HLA-DPA10201-DPB10501. The binding affinity (normalized) is 0.848. (2) The binding affinity (normalized) is 0.612. The peptide sequence is DKRLAAYLMLMRSPS. The MHC is HLA-DQA10501-DQB10201 with pseudo-sequence HLA-DQA10501-DQB10201. (3) The peptide sequence is FIFFFLFNI. The MHC is DRB3_0101 with pseudo-sequence DRB3_0101. The binding affinity (normalized) is 0.